Dataset: Reaction yield outcomes from USPTO patents with 853,638 reactions. Task: Predict the reaction yield, written as a fraction of the theoretical maximum amount of product (1.0 means a 100% yield; for example, 0.34 means a 34% yield). (1) The reactants are O.NN.[Cl:4][C:5]1[CH:6]=[C:7]([C:13](=O)[C:14]([OH:16])=[O:15])[CH:8]=[CH:9][C:10]=1[S:11][CH3:12].[OH-].[K+].Cl. The catalyst is O. The product is [Cl:4][C:5]1[CH:6]=[C:7]([CH2:13][C:14]([OH:16])=[O:15])[CH:8]=[CH:9][C:10]=1[S:11][CH3:12]. The yield is 0.890. (2) The reactants are FC(F)(F)S(OS(C(F)(F)F)(=O)=O)(=O)=O.[O:16]1[CH2:21][CH2:20][CH:19]=[C:18]([N:22](CC2C=CC(OC)=CC=2)[C:23](=O)[C:24]2[CH:29]=[CH:28][C:27]([N+:30]([O-:32])=[O:31])=[CH:26][CH:25]=2)[CH2:17]1.[CH3:43][C@H:44]1[CH2:49][O:48][CH2:47][CH2:46][N:45]1[C:50]#[N:51].ClC1C=CC=CN=1.ClC1C=CC=C(Cl)N=1. The catalyst is C(Cl)Cl. The product is [CH3:43][C@@H:44]1[N:45]([C:50]2[C:19]3[CH2:20][CH2:21][O:16][CH2:17][C:18]=3[N:22]=[C:23]([C:24]3[CH:25]=[CH:26][C:27]([N+:30]([O-:32])=[O:31])=[CH:28][CH:29]=3)[N:51]=2)[CH2:46][CH2:47][O:48][CH2:49]1. The yield is 0.810. (3) The reactants are [Cl:1][C:2]1[CH:7]=[CH:6][C:5]([N+:8]([O-:10])=[O:9])=[C:4]([CH2:11]Cl)[CH:3]=1.Cl.[CH2:14]([O:16][C:17](=[O:20])[CH2:18][NH2:19])[CH3:15].C(N(CC)CC)C. The catalyst is C(O)C. The product is [CH2:14]([O:16][C:17](=[O:20])[CH2:18][NH:19][CH2:11][C:4]1[CH:3]=[C:2]([Cl:1])[CH:7]=[CH:6][C:5]=1[N+:8]([O-:10])=[O:9])[CH3:15]. The yield is 0.990. (4) The reactants are C(O[C:6]([N:8]1[CH2:13][CH2:12][C:11](=[CH:14]/[CH:15]=[CH:16]/[C:17]2[CH:22]=[CH:21][CH:20]=[CH:19][CH:18]=2)[CH2:10][CH2:9]1)=O)(C)(C)C.ClC1[N:31]=[CH:30][CH:29]=[CH:28][C:25]=1[C:26]#[N:27]. No catalyst specified. The product is [C:17]1(/[CH:16]=[CH:15]/[CH:14]=[C:11]2[CH2:10][CH2:9][N:8]([C:6]3[C:29]([C:30]#[N:31])=[CH:28][CH:25]=[CH:26][N:27]=3)[CH2:13][CH2:12]2)[CH:18]=[CH:19][CH:20]=[CH:21][CH:22]=1. The yield is 0.586. (5) The reactants are [O:1]1[CH2:5][CH2:4][CH2:3][CH:2]1[CH2:6][OH:7].F[C:9]1[CH:10]=[C:11]([CH3:18])[CH:12]=[CH:13][C:14]=1[N+:15]([O-:17])=[O:16].[CH3:19][C:20]1[CH:26]=[CH:25][C:23]([NH2:24])=[C:22]([O:27][CH2:28][CH:29]2[CH2:33][CH2:32][CH2:31][O:30]2)[CH:21]=1.[NH2:34][C:35]1[S:36][CH:37]=[CH:38][N:39]=1. No catalyst specified. The product is [N+:15]([C:14]1[CH:13]=[CH:12][C:11]([CH3:18])=[CH:10][C:9]=1[O:7][CH2:6][CH:2]1[CH2:3][CH2:4][CH2:5][O:1]1)([O-:17])=[O:16].[CH3:19][C:20]1[CH:26]=[CH:25][C:23]([NH:24][C:6]([NH:34][C:35]2[S:36][CH:37]=[CH:38][N:39]=2)=[O:7])=[C:22]([O:27][CH2:28][CH:29]2[CH2:33][CH2:32][CH2:31][O:30]2)[CH:21]=1. The yield is 0.750. (6) The reactants are [CH3:1][C:2]1[CH:3]=[C:4]([SH:9])[CH:5]=[C:6]([CH3:8])[CH:7]=1.[C:10](=O)([O-])[O-].[K+].[K+].IC.O. The catalyst is [Br-].C([N+](CCCC)(CCCC)CCCC)CCC.CS(C)=O. The product is [CH3:8][C:6]1[CH:5]=[C:4]([S:9][CH3:10])[CH:3]=[C:2]([CH3:1])[CH:7]=1. The yield is 0.880. (7) No catalyst specified. The product is [F:21][C:22]1[CH:23]=[C:24]2[C:28](=[CH:29][C:30]=1[NH:31][C:32](=[O:36])[C@@H:33]([OH:35])[CH3:34])[NH:27][C:26](=[O:37])[C:25]2=[CH:19][C:3]1[NH:4][C:5]2[CH2:10][CH2:9][N:8]([CH2:11][CH2:12][N:13]3[CH2:14][CH2:15][CH2:16][CH2:17]3)[C:7](=[O:18])[C:6]=2[C:2]=1[CH3:1]. The reactants are [CH3:1][C:2]1[C:6]2[C:7](=[O:18])[N:8]([CH2:11][CH2:12][N:13]3[CH2:17][CH2:16][CH2:15][CH2:14]3)[CH2:9][CH2:10][C:5]=2[NH:4][C:3]=1[CH:19]=O.[F:21][C:22]1[CH:23]=[C:24]2[C:28](=[CH:29][C:30]=1[NH:31][C:32](=[O:36])[C@@H:33]([OH:35])[CH3:34])[NH:27][C:26](=[O:37])[CH2:25]2. The yield is 0.679. (8) The reactants are [C:1]([O:5][C:6](=[O:23])[NH:7][C:8]1[CH:13]=[CH:12][C:11](B2OC(C)(C)C(C)(C)O2)=[CH:10][CH:9]=1)([CH3:4])([CH3:3])[CH3:2].Br[C:25]1[N:29]=[CH:28][N:27]([C:30]2[CH:35]=[CH:34][C:33]([O:36][C:37]([F:43])([F:42])[C:38]([F:41])([F:40])[F:39])=[CH:32][CH:31]=2)[N:26]=1.C([O-])(O)=O.[Na+].O1CCOCC1. The catalyst is C1C=CC([P]([Pd]([P](C2C=CC=CC=2)(C2C=CC=CC=2)C2C=CC=CC=2)([P](C2C=CC=CC=2)(C2C=CC=CC=2)C2C=CC=CC=2)[P](C2C=CC=CC=2)(C2C=CC=CC=2)C2C=CC=CC=2)(C2C=CC=CC=2)C2C=CC=CC=2)=CC=1.O. The product is [C:1]([O:5][C:6](=[O:23])[NH:7][C:8]1[CH:9]=[CH:10][C:11]([C:25]2[N:29]=[CH:28][N:27]([C:30]3[CH:31]=[CH:32][C:33]([O:36][C:37]([F:42])([F:43])[C:38]([F:40])([F:41])[F:39])=[CH:34][CH:35]=3)[N:26]=2)=[CH:12][CH:13]=1)([CH3:2])([CH3:3])[CH3:4]. The yield is 0.660.